The task is: Regression/Classification. Given a drug SMILES string, predict its absorption, distribution, metabolism, or excretion properties. Task type varies by dataset: regression for continuous measurements (e.g., permeability, clearance, half-life) or binary classification for categorical outcomes (e.g., BBB penetration, CYP inhibition). For this dataset (solubility_aqsoldb), we predict Y.. This data is from Aqueous solubility values for 9,982 compounds from the AqSolDB database. The Y is -2.69 log mol/L. The molecule is Nc1ccc(-c2ccc(N)cc2S(=O)(=O)O)c(S(=O)(=O)O)c1.